From a dataset of Catalyst prediction with 721,799 reactions and 888 catalyst types from USPTO. Predict which catalyst facilitates the given reaction. (1) Reactant: C1COCC1.[CH3:6][C:7]([O:10][C:11]([NH:13][CH2:14][CH:15]([CH2:21][C:22]1[CH:23]=[N:24][CH:25]=[CH:26][CH:27]=1)[C:16]([O:18]CC)=[O:17])=[O:12])([CH3:9])[CH3:8].[Li+].[OH-]. Product: [CH3:9][C:7]([O:10][C:11]([NH:13][CH2:14][CH:15]([CH2:21][C:22]1[CH:23]=[N:24][CH:25]=[CH:26][CH:27]=1)[C:16]([OH:18])=[O:17])=[O:12])([CH3:6])[CH3:8]. The catalyst class is: 5. (2) Reactant: [CH3:1][C:2]([CH3:52])([CH2:6][C:7]([O:9][C@H:10]1[CH2:27][CH2:26][C@@:25]2([CH3:28])[C@@H:12]([CH2:13][CH2:14][C@:15]3([CH3:49])[C@@H:24]2[CH2:23][CH2:22][C@H:21]2[C@@:16]3([CH3:48])[CH2:17][CH2:18][C@@:19]3([C@@H:36]([OH:47])[CH2:37][NH:38][CH2:39][C:40]4[CH:45]=[CH:44][C:43]([Cl:46])=[CH:42][CH:41]=4)[CH2:31][C:30](=[O:32])[C:29]([CH:33]([CH3:35])[CH3:34])=[C:20]32)[C:11]1([CH3:51])[CH3:50])=[O:8])[C:3]([O-:5])=[O:4].[Na+].S([O-])(O)=O.[CH3:58][C:59]([CH3:63])(N)[CH:60]=O.[CH3:64][CH2:65][N:66]([CH2:69]C)[CH2:67]C.[BH3-]C#N.[Na+]. The catalyst class is: 5. Product: [CH3:52][C:2]([CH3:1])([CH2:6][C:7]([O:9][C@H:10]1[CH2:27][CH2:26][C@@:25]2([CH3:28])[C@@H:12]([CH2:13][CH2:14][C@:15]3([CH3:49])[C@@H:24]2[CH2:23][CH2:22][C@H:21]2[C@@:16]3([CH3:48])[CH2:17][CH2:18][C@@:19]3([C@@H:36]([OH:47])[CH2:37][N:38]([CH2:39][C:40]4[CH:45]=[CH:44][C:43]([Cl:46])=[CH:42][CH:41]=4)[CH2:64][CH2:65][N:66]([CH3:69])[CH3:67])[CH2:31][C:30](=[O:32])[C:29]([CH:33]([CH3:35])[CH3:34])=[C:20]32)[C:11]1([CH3:50])[CH3:51])=[O:8])[C:3]([O:5][C:59]([CH3:63])([CH3:60])[CH3:58])=[O:4]. (3) Reactant: [N:1]([CH2:4][C:5]([O:7][CH2:8][CH3:9])=[O:6])=[N+:2]=[N-:3].[C:10]([OH:14])(=[O:13])[C:11]#[CH:12]. Product: [CH2:8]([O:7][C:5](=[O:6])[CH2:4][N:1]1[CH:12]=[C:11]([C:10]([OH:14])=[O:13])[N:3]=[N:2]1)[CH3:9]. The catalyst class is: 426. (4) Reactant: Cl[C:2]1[CH:11]=[CH:10][C:9]2[CH2:8][CH2:7][CH2:6][C:5](=[O:12])[C:4]=2[N:3]=1.[CH3:13][C:14]1[N:15]=[C:16]([C:19]2[CH:20]=[N:21][CH:22]=[CH:23][CH:24]=2)[S:17][CH:18]=1.C([O-])(=O)C.[K+]. Product: [CH3:13][C:14]1[N:15]=[C:16]([C:19]2[CH:20]=[N:21][CH:22]=[CH:23][CH:24]=2)[S:17][C:18]=1[C:2]1[CH:11]=[CH:10][C:9]2[CH2:8][CH2:7][CH2:6][C:5](=[O:12])[C:4]=2[N:3]=1. The catalyst class is: 287. (5) Reactant: [OH:1][CH2:2][C:3]1[CH:8]=[CH:7][C:6]([CH:9]([C:19]([NH:21][C:22]2[CH:23]=[C:24]3[C:29](=[CH:30][CH:31]=2)[CH:28]=[N:27][CH:26]=[CH:25]3)=[O:20])[CH2:10][NH:11]C(=O)OC(C)(C)C)=[CH:5][CH:4]=1.[ClH:32].N. Product: [ClH:32].[ClH:32].[NH2:11][CH2:10][CH:9]([C:6]1[CH:7]=[CH:8][C:3]([CH2:2][OH:1])=[CH:4][CH:5]=1)[C:19]([NH:21][C:22]1[CH:23]=[C:24]2[C:29](=[CH:30][CH:31]=1)[CH:28]=[N:27][CH:26]=[CH:25]2)=[O:20]. The catalyst class is: 278. (6) Reactant: Cl.[NH2:2][C@@H:3]([CH2:21][C:22]1[CH:27]=[C:26]([F:28])[CH:25]=[C:24]([F:29])[CH:23]=1)[C@H:4]([OH:20])[CH2:5][NH:6][C:7]1([C:10]2[CH:15]=[CH:14][CH:13]=[C:12]([C:16]([F:19])([F:18])[F:17])[CH:11]=2)[CH2:9][CH2:8]1.[CH3:30][N:31]([S:53]([CH3:56])(=[O:55])=[O:54])[C:32]1[CH:33]=[C:34]([C:50](O)=[O:51])[C:35]2[CH2:36][CH2:37][N:38]([CH:43]([CH2:47][CH2:48][CH3:49])[CH2:44][CH2:45][CH3:46])[C:39](=[O:42])[C:40]=2[CH:41]=1.OC1C2N=NNC=2C=CC=1.Cl.CN(C)CCCN=C=NCC.C(N(CC)C(C)C)(C)C. Product: [F:29][C:24]1[CH:23]=[C:22]([CH:27]=[C:26]([F:28])[CH:25]=1)[CH2:21][C@H:3]([NH:2][C:50]([C:34]1[C:35]2[CH2:36][CH2:37][N:38]([CH:43]([CH2:47][CH2:48][CH3:49])[CH2:44][CH2:45][CH3:46])[C:39](=[O:42])[C:40]=2[CH:41]=[C:32]([N:31]([CH3:30])[S:53]([CH3:56])(=[O:55])=[O:54])[CH:33]=1)=[O:51])[C@H:4]([OH:20])[CH2:5][NH:6][C:7]1([C:10]2[CH:15]=[CH:14][CH:13]=[C:12]([C:16]([F:17])([F:18])[F:19])[CH:11]=2)[CH2:9][CH2:8]1. The catalyst class is: 46. (7) Reactant: O=[C:2]1[N:11]([C:12]([O:14][C:15]([CH3:18])([CH3:17])[CH3:16])=[O:13])[CH2:10][CH2:9][CH2:8][C:3]21[CH2:7][CH:6]=[CH:5][CH2:4]2.[OH-:19].[Na+].OO. Product: [OH:19][CH:5]1[CH2:6][CH2:7][C:3]2([CH2:8][CH2:9][CH2:10][N:11]([C:12]([O:14][C:15]([CH3:18])([CH3:17])[CH3:16])=[O:13])[CH2:2]2)[CH2:4]1. The catalyst class is: 1. (8) Reactant: [Br:1][C:2]1[CH:11]=[CH:10][C:9]2[N:8]=[C:7](Cl)[C:6]3=[N:13][N:14](CC4C=CC(OC)=CC=4)[CH:15]=[C:5]3[C:4]=2[CH:3]=1.[CH3:25][N:26]1[C:34]2[C:29](=[CH:30][CH:31]=[C:32]([NH2:35])[CH:33]=2)[CH:28]=[N:27]1.Cl. Product: [Br:1][C:2]1[CH:11]=[CH:10][C:9]2[N:8]=[C:7]([NH:35][C:32]3[CH:33]=[C:34]4[C:29]([CH:28]=[N:27][N:26]4[CH3:25])=[CH:30][CH:31]=3)[C:6]3=[N:13][NH:14][CH:15]=[C:5]3[C:4]=2[CH:3]=1. The catalyst class is: 71. (9) Reactant: [Br:1][C:2]1[C:3]([CH2:35][CH3:36])=[C:4]([C:16]2[CH:17]=[C:18]([N:22]3[CH2:27][CH2:26][N:25](C(OC(C)(C)C)=O)[CH2:24][CH2:23]3)[CH:19]=[CH:20][CH:21]=2)[CH:5]=[N:6][C:7]=1[NH:8]C(OC(C)(C)C)=O.Cl.CCOC(C)=O. Product: [Br:1][C:2]1[C:7]([NH2:8])=[N:6][CH:5]=[C:4]([C:16]2[CH:21]=[CH:20][CH:19]=[C:18]([N:22]3[CH2:23][CH2:24][NH:25][CH2:26][CH2:27]3)[CH:17]=2)[C:3]=1[CH2:35][CH3:36]. The catalyst class is: 25. (10) Reactant: [Br:1][C:2]1[CH:3]=[C:4]2[NH:10][C:9]([C:11]3[CH:12]=[C:13]([CH:15]=[CH:16][C:17]=3[Cl:18])[NH2:14])=[N:8][C:5]2=[N:6][CH:7]=1.N1C=CC=CC=1.Cl[C:26]([O:28][CH:29]([CH3:31])[CH3:30])=[O:27]. Product: [Br:1][C:2]1[CH:3]=[C:4]2[NH:10][C:9]([C:11]3[CH:12]=[C:13]([NH:14][C:26](=[O:27])[O:28][CH:29]([CH3:31])[CH3:30])[CH:15]=[CH:16][C:17]=3[Cl:18])=[N:8][C:5]2=[N:6][CH:7]=1. The catalyst class is: 3.